Dataset: Forward reaction prediction with 1.9M reactions from USPTO patents (1976-2016). Task: Predict the product of the given reaction. (1) Given the reactants C([O:4][C:5]1[C:6]([CH2:11][CH3:12])=[N:7][CH:8]=[CH:9][CH:10]=1)(=O)C.[Li+].[OH-], predict the reaction product. The product is: [CH2:11]([C:6]1[C:5]([OH:4])=[CH:10][CH:9]=[CH:8][N:7]=1)[CH3:12]. (2) Given the reactants [C:1]([CH2:3][C:4]1[CH:5]=[C:6]([C:9]([O:11][CH2:12][CH3:13])=[O:10])[NH:7][CH:8]=1)#[N:2].N, predict the reaction product. The product is: [NH2:2][CH2:1][CH2:3][C:4]1[CH:5]=[C:6]([C:9]([O:11][CH2:12][CH3:13])=[O:10])[NH:7][CH:8]=1. (3) Given the reactants Cl[C:2]1[S:3][C:4]([CH2:7][O:8][CH:9]2[CH2:14][CH2:13][CH2:12][CH2:11][O:10]2)=[CH:5][N:6]=1.C(=O)([O-])[O-].[K+].[K+], predict the reaction product. The product is: [O:10]1[CH2:11][CH2:12][CH2:13][CH2:14][CH:9]1[O:8][CH2:7][C:4]1[S:3][CH:2]=[N:6][CH:5]=1.